Dataset: TCR-epitope binding with 47,182 pairs between 192 epitopes and 23,139 TCRs. Task: Binary Classification. Given a T-cell receptor sequence (or CDR3 region) and an epitope sequence, predict whether binding occurs between them. (1) Result: 1 (the TCR binds to the epitope). The TCR CDR3 sequence is CASSLRGEEEGDGYTF. The epitope is FLPRVFSAV. (2) The epitope is TPQDLNTML. The TCR CDR3 sequence is CASSYPGEQFF. Result: 0 (the TCR does not bind to the epitope). (3) The epitope is SGPLKAEIAQRLED. Result: 1 (the TCR binds to the epitope). The TCR CDR3 sequence is CASSFGGSGANVLTF. (4) The epitope is LSDDAVVCFNSTY. The TCR CDR3 sequence is CASSSSSWDRPQHF. Result: 0 (the TCR does not bind to the epitope). (5) The epitope is ILHCANFNV. The TCR CDR3 sequence is CASSGGQGDYGYTF. Result: 1 (the TCR binds to the epitope). (6) The epitope is RQLLFVVEV. The TCR CDR3 sequence is CAISEFGGPAQPQHF. Result: 1 (the TCR binds to the epitope). (7) The TCR CDR3 sequence is CSARDQRTSLYNEQFF. The epitope is NLVPMVATV. Result: 1 (the TCR binds to the epitope). (8) The epitope is MPASWVMRI. The TCR CDR3 sequence is CATSTGGGYEQYF. Result: 0 (the TCR does not bind to the epitope).